Dataset: Full USPTO retrosynthesis dataset with 1.9M reactions from patents (1976-2016). Task: Predict the reactants needed to synthesize the given product. (1) The reactants are: [C:1](=[O:8])([O:3][C:4]([CH3:7])([CH3:6])[CH3:5])[NH2:2].[OH-].[Na+].Cl[O:12]C(C)(C)C.CC[C@@H]1[C@@H]2C[C@H]([C@@H](OC3C4C(=CC=CC=4)C(O[C@@H](C4C=CN=C5C=4C=C(OC)C=C5)[C@@H]4N5C[C@H](CC)[C@@H](CC5)C4)=NN=3)C3C=CN=C4C=3C=C(OC)C=C4)N(CC2)C1.CC[C@H]1[C@H]2C[C@H]([C@H](OC3C4C(=CC=CC=4)C(O[C@H](C4C=CN=C5C=4C=C(OC)C=C5)[C@@H]4N5C[C@H](CC)[C@@H](CC5)C4)=NN=3)C3C=CN=C4C=3C=C(OC)C=C4)N(CC2)C1.[Br:133][C:134]1[CH:135]=[C:136]([CH:145]=[CH:146][CH:147]=1)/[CH:137]=[CH:138]/[C:139]1[CH:140]=[N:141][CH:142]=[CH:143][CH:144]=1. Given the product [Br:133][C:134]1[CH:135]=[C:136]([C@@H:137]([NH:2][C:1](=[O:8])[O:3][C:4]([CH3:7])([CH3:6])[CH3:5])[C@H:138]([OH:12])[C:139]2[CH:140]=[N:141][CH:142]=[CH:143][CH:144]=2)[CH:145]=[CH:146][CH:147]=1, predict the reactants needed to synthesize it. (2) Given the product [Cl:1][C:2]1[CH:3]=[CH:4][C:5]2[NH:11][C:10](=[S:39])[C@@H:9]([CH2:13][C:14]([O:16][CH:17]([CH3:19])[CH3:18])=[O:15])[S:8][C@H:7]([C:20]3[CH:25]=[CH:24][CH:23]=[C:22]([O:26][CH3:27])[C:21]=3[CH3:28])[C:6]=2[CH:29]=1, predict the reactants needed to synthesize it. The reactants are: [Cl:1][C:2]1[CH:3]=[CH:4][C:5]2[NH:11][C:10](=O)[C@@H:9]([CH2:13][C:14]([O:16][CH:17]([CH3:19])[CH3:18])=[O:15])[S:8][C@H:7]([C:20]3[CH:25]=[CH:24][CH:23]=[C:22]([O:26][CH3:27])[C:21]=3[CH3:28])[C:6]=2[CH:29]=1.COC1C=CC(P2(SP(C3C=CC(OC)=CC=3)(=S)S2)=[S:39])=CC=1. (3) Given the product [CH3:12][C:7]1([CH3:13])[O:6][C:5]2[CH:4]=[CH:3][C:2]([C:22]3[CH:23]=[C:18]([CH:19]=[CH:20][CH:21]=3)[C:16]([O:15][CH3:14])=[O:17])=[N:11][C:10]=2[NH:9][CH2:8]1, predict the reactants needed to synthesize it. The reactants are: Br[C:2]1[CH:3]=[CH:4][C:5]2[O:6][C:7]([CH3:13])([CH3:12])[CH2:8][NH:9][C:10]=2[N:11]=1.[CH3:14][O:15][C:16]([C:18]1[CH:19]=[C:20](B(O)O)[CH:21]=[CH:22][CH:23]=1)=[O:17].C(=O)([O-])[O-].[Cs+].[Cs+]. (4) Given the product [CH2:7]([CH:4]1[C:3]2[C:9]([OH:11])=[N:19][CH:17]=[N:1][C:2]=2[CH2:6][CH2:5]1)[CH3:8], predict the reactants needed to synthesize it. The reactants are: [NH2:1][C:2]1[CH2:6][CH2:5][CH:4]([CH2:7][CH3:8])[C:3]=1[C:9]([O:11]C)=O.C([O-])=O.[NH4+].[CH:17]([NH2:19])=O. (5) Given the product [OH:6][CH:5]([CH2:4][OH:3])[CH2:7][NH:8][C:9]1[CH:21]=[C:20]2[C:12]([C:13]3[C:14]([C:25]4[CH:30]=[CH:29][CH:28]=[C:27]([N:31]5[CH2:39][C:38]6[C:33](=[CH:34][CH:35]=[CH:36][CH:37]=6)[C:32]5=[O:40])[C:26]=4[CH3:41])=[CH:15][CH:16]=[C:17]([C:22]([NH2:24])=[O:23])[C:18]=3[NH:19]2)=[CH:11][CH:10]=1, predict the reactants needed to synthesize it. The reactants are: CC1(C)[O:6][C@@H:5]([CH2:7][NH:8][C:9]2[CH:21]=[C:20]3[C:12]([C:13]4[C:14]([C:25]5[CH:30]=[CH:29][CH:28]=[C:27]([N:31]6[CH2:39][C:38]7[C:33](=[CH:34][CH:35]=[CH:36][CH:37]=7)[C:32]6=[O:40])[C:26]=5[CH3:41])=[CH:15][CH:16]=[C:17]([C:22]([NH2:24])=[O:23])[C:18]=4[NH:19]3)=[CH:11][CH:10]=2)[CH2:4][O:3]1.Cl.[OH-].[Na+]. (6) The reactants are: [N+:1]([C:4]1[CH:10]=[CH:9][C:7]([NH2:8])=[CH:6][CH:5]=1)([O-:3])=[O:2].Cl.[N:12]([O-])=O.[Na+].[CH3:16][C:17]1[CH:18]=[C:19]([O:24][CH2:25][CH2:26][CH2:27][CH2:28][CH3:29])[CH:20]=[C:21]([CH3:23])[CH:22]=1. Given the product [CH3:23][C:21]1[CH:20]=[C:19]([O:24][CH2:25][CH2:26][CH2:27][CH2:28][CH3:29])[CH:18]=[C:17]([CH3:16])[C:22]=1[N:12]=[N:8][C:7]1[CH:9]=[CH:10][C:4]([N+:1]([O-:3])=[O:2])=[CH:5][CH:6]=1, predict the reactants needed to synthesize it. (7) The reactants are: Cl[CH2:2][CH2:3][O:4][C:5]1[CH:10]=[CH:9][CH:8]=[CH:7][C:6]=1[C:11]1([NH:14][C:15]2[C:16](=[O:35])[N:17]([C:21]3[C:22]([CH3:34])=[CH:23][C:24]([F:33])=[C:25]([CH:32]=3)[C:26]([NH:28][CH:29]3[CH2:31][CH2:30]3)=[O:27])[CH:18]=[CH:19][N:20]=2)[CH2:13][CH2:12]1.[CH3:36][NH2:37].[I-].[K+]. Given the product [CH:29]1([NH:28][C:26](=[O:27])[C:25]2[CH:32]=[C:21]([N:17]3[CH:18]=[CH:19][N:20]=[C:15]([NH:14][C:11]4([C:6]5[CH:7]=[CH:8][CH:9]=[CH:10][C:5]=5[O:4][CH2:3][CH2:2][NH:37][CH3:36])[CH2:13][CH2:12]4)[C:16]3=[O:35])[C:22]([CH3:34])=[CH:23][C:24]=2[F:33])[CH2:31][CH2:30]1, predict the reactants needed to synthesize it. (8) Given the product [CH3:14][N:15]1[CH2:20][CH2:19][N:18]([C:2]2[CH:9]=[CH:8][C:5]([C:6]#[N:7])=[CH:4][C:3]=2[C:10]([F:13])([F:12])[F:11])[CH2:17][CH2:16]1, predict the reactants needed to synthesize it. The reactants are: Br[C:2]1[CH:9]=[CH:8][C:5]([C:6]#[N:7])=[CH:4][C:3]=1[C:10]([F:13])([F:12])[F:11].[CH3:14][N:15]1[CH2:20][CH2:19][NH:18][CH2:17][CH2:16]1.